Dataset: Forward reaction prediction with 1.9M reactions from USPTO patents (1976-2016). Task: Predict the product of the given reaction. (1) Given the reactants [NH3:1].[CH2:2]([O:9][C:10]1[CH:11]=[C:12]([C:16]2[N:17]=[C:18]([C:26]3[CH:27]=[C:28]([CH2:32][OH:33])[CH:29]=[CH:30][CH:31]=3)[N:19]3[CH:24]=[CH:23][N:22]=[C:21](Cl)[C:20]=23)[CH:13]=[CH:14][CH:15]=1)[C:3]1[CH:8]=[CH:7][CH:6]=[CH:5][CH:4]=1, predict the reaction product. The product is: [NH2:1][C:21]1[C:20]2[N:19]([C:18]([C:26]3[CH:27]=[C:28]([CH2:32][OH:33])[CH:29]=[CH:30][CH:31]=3)=[N:17][C:16]=2[C:12]2[CH:13]=[CH:14][CH:15]=[C:10]([O:9][CH2:2][C:3]3[CH:8]=[CH:7][CH:6]=[CH:5][CH:4]=3)[CH:11]=2)[CH:24]=[CH:23][N:22]=1. (2) Given the reactants [CH:1]1([CH2:7][N:8]2[C:16](=[O:17])[C:15]3[N:14]=C(C4C=CC(/C=C/C(O)=O)=CC=4)[NH:12][C:11]=3[N:10]([CH2:29][CH:30]3[CH2:35][CH2:34][CH2:33][CH2:32][CH2:31]3)[C:9]2=[O:36])[CH2:6][CH2:5][CH2:4][CH2:3][CH2:2]1.NC1N(CC2CCCCC2)C(=O)N(CC2CCCCC2)C(=O)C=1N=O.C(C1C=CC(C(O)=O)=CC=1)=O, predict the reaction product. The product is: [CH:30]1([CH2:29][N:10]2[C:11]([NH2:12])=[C:15]([NH2:14])[C:16](=[O:17])[N:8]([CH2:7][CH:1]3[CH2:6][CH2:5][CH2:4][CH2:3][CH2:2]3)[C:9]2=[O:36])[CH2:31][CH2:32][CH2:33][CH2:34][CH2:35]1.